From a dataset of Forward reaction prediction with 1.9M reactions from USPTO patents (1976-2016). Predict the product of the given reaction. (1) The product is: [ClH:38].[ClH:40].[ClH:38].[CH3:35][C:31]1[CH:32]=[C:33]2[C:28](=[CH:29][CH:30]=1)[CH:27]=[N:26][C:25]([C:23]1[C:22]([NH2:36])=[N:21][CH:20]=[C:19]([C:17]3[CH:16]=[N:15][N:14]([CH:11]4[CH2:12][CH2:13][NH:8][CH2:9][CH2:10]4)[CH:18]=3)[CH:24]=1)=[CH:34]2. Given the reactants C(OC([N:8]1[CH2:13][CH2:12][CH:11]([N:14]2[CH:18]=[C:17]([C:19]3[CH:20]=[N:21][C:22]([NH2:36])=[C:23]([C:25]4[N:26]=[CH:27][C:28]5[C:33]([CH:34]=4)=[CH:32][C:31]([CH3:35])=[CH:30][CH:29]=5)[CH:24]=3)[CH:16]=[N:15]2)[CH2:10][CH2:9]1)=O)(C)(C)C.C(Cl)[Cl:38].[ClH:40].CCOCC, predict the reaction product. (2) Given the reactants [OH-].[K+].[F:3][C:4]1[CH:9]=[C:8]([O:10][CH2:11][CH2:12][C:13]2[CH:18]=[CH:17][CH:16]=[CH:15][N:14]=2)[CH:7]=[CH:6][C:5]=1[NH:19][S:20]([C:23]1[CH:24]=[C:25]2[C:30](=[CH:31][CH:32]=1)[CH2:29][N:28](C(=O)C(F)(F)F)[CH2:27][CH2:26]2)(=[O:22])=[O:21], predict the reaction product. The product is: [F:3][C:4]1[CH:9]=[C:8]([O:10][CH2:11][CH2:12][C:13]2[CH:18]=[CH:17][CH:16]=[CH:15][N:14]=2)[CH:7]=[CH:6][C:5]=1[NH:19][S:20]([C:23]1[CH:24]=[C:25]2[C:30](=[CH:31][CH:32]=1)[CH2:29][NH:28][CH2:27][CH2:26]2)(=[O:22])=[O:21]. (3) Given the reactants [CH2:1]([O:3][C:4](=[O:26])[CH2:5][N:6]1[CH:10]([C:11]2[CH:16]=[CH:15][C:14](Br)=[CH:13][CH:12]=2)[CH2:9][C:8]([C:18]2[CH:23]=[CH:22][C:21]([O:24][CH3:25])=[CH:20][CH:19]=2)=[N:7]1)[CH3:2].[CH:27]1[C:35]2[C:34]3[CH:36]=[CH:37][CH:38]=[CH:39][C:33]=3[O:32][C:31]=2[C:30](B(O)O)=[CH:29][CH:28]=1.C([O-])([O-])=O.[K+].[K+], predict the reaction product. The product is: [CH2:1]([O:3][C:4](=[O:26])[CH2:5][N:6]1[CH:10]([C:11]2[CH:16]=[CH:15][C:14]([C:39]3[C:33]4[O:32][C:31]5[CH:30]=[CH:29][CH:28]=[CH:27][C:35]=5[C:34]=4[CH:36]=[CH:37][CH:38]=3)=[CH:13][CH:12]=2)[CH2:9][C:8]([C:18]2[CH:23]=[CH:22][C:21]([O:24][CH3:25])=[CH:20][CH:19]=2)=[N:7]1)[CH3:2]. (4) Given the reactants [Br:1][C:2]1[CH:12]=[N:11][C:5]2[O:6][CH2:7][C:8](=O)[NH:9][C:4]=2[CH:3]=1.[H-].[Al+3].[Li+].[H-].[H-].[H-].O, predict the reaction product. The product is: [Br:1][C:2]1[CH:12]=[N:11][C:5]2[O:6][CH2:7][CH2:8][NH:9][C:4]=2[CH:3]=1. (5) The product is: [Cl:12][C:13]1[N:18]=[C:17]([NH:1][C:2]2[CH:11]=[CH:10][C:5]3[NH:6][C:7](=[O:9])[O:8][C:4]=3[CH:3]=2)[C:16]([CH3:20])=[CH:15][N:14]=1. Given the reactants [NH2:1][C:2]1[CH:11]=[CH:10][C:5]2[NH:6][C:7](=[O:9])[O:8][C:4]=2[CH:3]=1.[Cl:12][C:13]1[N:18]=[C:17](Cl)[C:16]([CH3:20])=[CH:15][N:14]=1.CO, predict the reaction product.